Dataset: Forward reaction prediction with 1.9M reactions from USPTO patents (1976-2016). Task: Predict the product of the given reaction. (1) Given the reactants Cl[C:2]1[C:11]2[C:6](=[CH:7][C:8]([O:14][CH2:15][CH2:16][O:17][CH3:18])=[C:9]([O:12][CH3:13])[CH:10]=2)[N:5]=[N:4][CH:3]=1.[Br:19][C:20]1[CH:26]=[CH:25][C:23]([NH2:24])=[C:22]([F:27])[CH:21]=1, predict the reaction product. The product is: [Br:19][C:20]1[CH:26]=[CH:25][C:23]([NH:24][C:2]2[C:11]3[C:6](=[CH:7][C:8]([O:14][CH2:15][CH2:16][O:17][CH3:18])=[C:9]([O:12][CH3:13])[CH:10]=3)[N:5]=[N:4][CH:3]=2)=[C:22]([F:27])[CH:21]=1. (2) Given the reactants [P:1]([O:13][CH2:14][C@@H:15]1[CH2:19][CH2:18][CH2:17][N:16]1[CH2:20][CH2:21][CH2:22][O:23][C:24]1[CH:33]=[C:32]2[C:27]([C:28]([NH:34][C:35]3[S:36][C:37]([CH2:40][C:41]([NH:43][C:44]4[CH:49]=[CH:48][CH:47]=[C:46]([F:50])[C:45]=4[F:51])=[O:42])=[CH:38][N:39]=3)=[N:29][CH:30]=[N:31]2)=[CH:26][C:25]=1[O:52][CH3:53])([O:8]C(C)(C)C)([O:3]C(C)(C)C)=[O:2].C1(N)C(F)=C(F)C(F)=C(N)C=1F.Cl.Cl, predict the reaction product. The product is: [P:1]([OH:3])([OH:8])([O:13][CH2:14][C@@H:15]1[CH2:19][CH2:18][CH2:17][N:16]1[CH2:20][CH2:21][CH2:22][O:23][C:24]1[CH:33]=[C:32]2[C:27]([C:28]([NH:34][C:35]3[S:36][C:37]([CH2:40][C:41]([NH:43][C:44]4[CH:49]=[CH:48][CH:47]=[C:46]([F:50])[C:45]=4[F:51])=[O:42])=[CH:38][N:39]=3)=[N:29][CH:30]=[N:31]2)=[CH:26][C:25]=1[O:52][CH3:53])=[O:2]. (3) Given the reactants [C:1]1(=[O:9])[CH2:7][CH2:6][CH2:5][CH2:4][C:3](=[O:8])[CH2:2]1.N1C=CC=CC=1.[S:16](O[S:16]([C:19]([F:22])([F:21])[F:20])(=[O:18])=[O:17])([C:19]([F:22])([F:21])[F:20])(=[O:18])=[O:17], predict the reaction product. The product is: [F:20][C:19]([F:22])([F:21])[S:16]([O:8][C:3]1=[CH:2][C:1](=[O:9])[CH2:7][CH2:6][CH2:5][CH2:4]1)(=[O:18])=[O:17].